Dataset: Reaction yield outcomes from USPTO patents with 853,638 reactions. Task: Predict the reaction yield, written as a fraction of the theoretical maximum amount of product (1.0 means a 100% yield; for example, 0.34 means a 34% yield). (1) The reactants are [CH3:1][O:2][C:3]1[CH:4]=[C:5]([CH2:22][OH:23])[CH:6]=[CH:7][C:8]=1[O:9][CH2:10][C:11]1[N:12]=[C:13]([N:16]2[CH2:21][CH2:20][CH2:19][CH2:18][CH2:17]2)[S:14][CH:15]=1.O[C:25]1[C:29]([CH:30]=[O:31])=[CH:28][N:27]([C:32]2[CH:37]=[CH:36][CH:35]=[CH:34][CH:33]=2)[N:26]=1.C(P(CCCC)CCCC)CCC.N(C(N1CCCCC1)=O)=NC(N1CCCCC1)=O. The catalyst is O1CCCC1. The product is [CH3:1][O:2][C:3]1[CH:4]=[C:5]([CH:6]=[CH:7][C:8]=1[O:9][CH2:10][C:11]1[N:12]=[C:13]([N:16]2[CH2:17][CH2:18][CH2:19][CH2:20][CH2:21]2)[S:14][CH:15]=1)[CH2:22][O:23][C:25]1[C:29]([CH:30]=[O:31])=[CH:28][N:27]([C:32]2[CH:33]=[CH:34][CH:35]=[CH:36][CH:37]=2)[N:26]=1. The yield is 0.670. (2) The reactants are Cl.[Cl:2][C@@H:3]([C:19]1[CH:24]=[CH:23][CH:22]=[C:21]([C:25]([F:28])([F:27])[F:26])[CH:20]=1)[CH2:4][CH2:5][NH:6][CH:7]([C:9]1[C:18]2[C:13](=[CH:14][CH:15]=[CH:16][CH:17]=2)[CH:12]=[CH:11][CH:10]=1)[CH3:8].C(=O)(O)[O-].[Na+]. The catalyst is C1(C)C=CC=CC=1. The product is [CH3:8][C@@H:7]([NH:6][CH2:5][CH2:4][CH2:3][C:19]1[CH:24]=[CH:23][CH:22]=[C:21]([C:25]([F:26])([F:27])[F:28])[CH:20]=1)[C:9]1[CH:10]=[CH:11][CH:12]=[C:13]2[CH:14]=[CH:15][CH:16]=[CH:17][C:18]=12.[ClH:2]. The yield is 0.826. (3) The product is [CH2:1]([N:3]1[CH:7]=[C:6]([C:8]2[CH:13]=[CH:12][N:11]=[C:10]3[NH:14][CH:15]=[CH:16][C:9]=23)[C:5]([C:17]2[CH:23]=[CH:22][C:20]([NH:21][C:37]([N:31]3[CH2:36][CH2:35][O:34][CH2:33][CH2:32]3)=[O:38])=[CH:19][CH:18]=2)=[N:4]1)[CH3:2]. The yield is 0.500. The catalyst is ClCCl. The reactants are [CH2:1]([N:3]1[CH:7]=[C:6]([C:8]2[CH:13]=[CH:12][N:11]=[C:10]3[NH:14][CH:15]=[CH:16][C:9]=23)[C:5]([C:17]2[CH:23]=[CH:22][C:20]([NH2:21])=[CH:19][CH:18]=2)=[N:4]1)[CH3:2].C(N(CC)CC)C.[N:31]1([C:37](Cl)=[O:38])[CH2:36][CH2:35][O:34][CH2:33][CH2:32]1.O. (4) The reactants are [CH3:1][S:2](Cl)(=[O:4])=[O:3].C(N(CC)C(C)C)(C)C.[NH2:15][CH:16]1[CH2:19][N:18]([C:20]([C:22]2[N:23]=[C:24]3[C:29]([C:30]([F:33])([F:32])[F:31])=[CH:28][C:27]([C:34]4[CH:35]=[N:36][NH:37][CH:38]=4)=[CH:26][N:25]3[C:39]=2[Cl:40])=[O:21])[CH2:17]1.O. The catalyst is CN(C=O)C. The product is [Cl:40][C:39]1[N:25]2[CH:26]=[C:27]([C:34]3[CH:38]=[N:37][NH:36][CH:35]=3)[CH:28]=[C:29]([C:30]([F:33])([F:32])[F:31])[C:24]2=[N:23][C:22]=1[C:20]([N:18]1[CH2:19][CH:16]([NH:15][S:2]([CH3:1])(=[O:4])=[O:3])[CH2:17]1)=[O:21]. The yield is 0.360. (5) The reactants are [CH3:1][O:2][C:3]1[C:4]([N+:19]([O-])=O)=[CH:5][C:6]([CH3:18])=[C:7]([N:9]2[CH2:14][CH2:13][N:12]([C:15](=[O:17])[CH3:16])[CH2:11][CH2:10]2)[CH:8]=1. The catalyst is CCOC(C)=O.CCO.[Pt](=O)=O. The product is [NH2:19][C:4]1[C:3]([O:2][CH3:1])=[CH:8][C:7]([N:9]2[CH2:10][CH2:11][N:12]([C:15](=[O:17])[CH3:16])[CH2:13][CH2:14]2)=[C:6]([CH3:18])[CH:5]=1. The yield is 0.940. (6) The reactants are [Cl:1][C:2]1[C:7]([C:8]2[CH:9]=[C:10]3[C:14](=[CH:15][CH:16]=2)[NH:13]N=C3)=[CH:6][CH:5]=[CH:4][N:3]=1.BrC1[C:19](Cl)=[N:20]C=CC=1.N1C2C=CC(B3OC(C)(C)C(C)(C)O3)=CC=2N=C1.C([O-])([O-])=O.[Na+].[Na+]. The catalyst is O1CCOCC1.C1C=CC([P]([Pd]([P](C2C=CC=CC=2)(C2C=CC=CC=2)C2C=CC=CC=2)([P](C2C=CC=CC=2)(C2C=CC=CC=2)C2C=CC=CC=2)[P](C2C=CC=CC=2)(C2C=CC=CC=2)C2C=CC=CC=2)(C2C=CC=CC=2)C2C=CC=CC=2)=CC=1. The product is [Cl:1][C:2]1[C:7]([C:8]2[CH:16]=[CH:15][C:14]3[N:13]=[CH:19][NH:20][C:10]=3[CH:9]=2)=[CH:6][CH:5]=[CH:4][N:3]=1. The yield is 0.260. (7) The reactants are [CH3:1][O:2][C:3]([NH:5][C@H:6]([C:11]([N:13]1[C@@H:17]([CH3:18])[CH2:16][CH2:15][C@H:14]1[C:19]1[NH:20][C:21]([C:24]2[CH:29]=[C:28]3[CH2:30][O:31][C:32]4[CH:59]=[C:58]5[C:35]([CH:36]=[CH:37][C:38]6[N:42]=[C:41]([C@@H:43]7[CH2:47][C@H:46]([CH2:48][O:49][CH3:50])[CH2:45][N:44]7C(OC(C)(C)C)=O)[NH:40][C:39]=65)=[CH:34][C:33]=4[C:27]3=[CH:26][CH:25]=2)=[CH:22][N:23]=1)=[O:12])[C@H:7]([CH2:9][CH3:10])[CH3:8])=[O:4].Cl.[CH3:61][O:62][C:63]([NH:65][C@@H:66]([CH:70]([CH3:72])[CH3:71])[C:67](O)=[O:68])=[O:64].CN(C(ON1N=NC2C=CC=NC1=2)=[N+](C)C)C.F[P-](F)(F)(F)(F)F.CCN(C(C)C)C(C)C. The catalyst is C(Cl)Cl.CO.CN(C=O)C.[Li+].[OH-]. The product is [CH3:1][O:2][C:3]([NH:5][C@@H:6]([C@@H:7]([CH3:8])[CH2:9][CH3:10])[C:11]([N:13]1[C@@H:17]([CH3:18])[CH2:16][CH2:15][C@H:14]1[C:19]1[NH:20][C:21]([C:24]2[CH:29]=[C:28]3[CH2:30][O:31][C:32]4[CH:59]=[C:58]5[C:35]([CH:36]=[CH:37][C:38]6[N:42]=[C:41]([C@@H:43]7[CH2:47][C@H:46]([CH2:48][O:49][CH3:50])[CH2:45][N:44]7[C:67](=[O:68])[C@@H:66]([NH:65][C:63](=[O:64])[O:62][CH3:61])[CH:70]([CH3:72])[CH3:71])[NH:40][C:39]=65)=[CH:34][C:33]=4[C:27]3=[CH:26][CH:25]=2)=[CH:22][N:23]=1)=[O:12])=[O:4]. The yield is 0.380. (8) The reactants are CO.[H-].[Na+].F[C:6]1[CH:13]=[CH:12][CH:11]=[C:10](F)[C:7]=1[C:8]#[N:9].[C:15](=O)(O)[OH:16].[NH2:19][C:20]([NH2:22])=[NH:21]. The catalyst is O1CCCC1.CN(C)C(=O)C.O. The product is [CH3:15][O:16][C:6]1[CH:13]=[CH:12][CH:11]=[C:10]2[C:7]=1[C:8]([NH2:9])=[N:21][C:20]([NH2:22])=[N:19]2. The yield is 0.720. (9) The catalyst is C1COCC1. The reactants are [NH2:1][C:2]1[CH:7]=[C:6]([NH:8][C:9](=[O:18])[C:10]2[C:15]([Cl:16])=[CH:14][CH:13]=[CH:12][C:11]=2[Cl:17])[CH:5]=[CH:4][N:3]=1.N1C=CC=CC=1.Cl[C:26](OC1C=CC=CC=1)=[O:27].[CH3:35][O:36][CH2:37][CH2:38][CH2:39][NH2:40]. The yield is 0.260. The product is [Cl:16][C:15]1[CH:14]=[CH:13][CH:12]=[C:11]([Cl:17])[C:10]=1[C:9]([NH:8][C:6]1[CH:5]=[CH:4][N:3]=[C:2]([NH:1][C:26]([NH:40][CH2:39][CH2:38][CH2:37][O:36][CH3:35])=[O:27])[CH:7]=1)=[O:18]. (10) The reactants are [C:1]([CH2:3][C:4]1[C:9]2[CH:10]=[CH:11][O:12][C:8]=2[C:7]([NH:13][S:14]([CH3:17])(=[O:16])=[O:15])=[CH:6][CH:5]=1)#[N:2].[CH2:18](N)[CH2:19][NH2:20]. The catalyst is C(=S)=S. The product is [NH:2]1[CH2:18][CH2:19][N:20]=[C:1]1[CH2:3][C:4]1[C:9]2[CH:10]=[CH:11][O:12][C:8]=2[C:7]([NH:13][S:14]([CH3:17])(=[O:15])=[O:16])=[CH:6][CH:5]=1. The yield is 0.850.